Dataset: Full USPTO retrosynthesis dataset with 1.9M reactions from patents (1976-2016). Task: Predict the reactants needed to synthesize the given product. (1) Given the product [I:1][C:14]1[CH:19]=[CH:18][CH:17]=[CH:16][C:15]=1[CH2:20][CH2:21][CH:22]([CH3:24])[CH3:23], predict the reactants needed to synthesize it. The reactants are: [I-:1].[Na+].CN[C@@H]1CCCC[C@H]1NC.Br[C:14]1[CH:19]=[CH:18][CH:17]=[CH:16][C:15]=1[CH2:20][CH2:21][CH:22]([CH3:24])[CH3:23]. (2) Given the product [F:27][C:8]([F:7])([F:26])[O:9][C:10]1[CH:15]=[CH:14][C:13]([N:16]2[CH:20]=[CH:19][C:18]([CH2:21][OH:22])=[N:17]2)=[CH:12][CH:11]=1, predict the reactants needed to synthesize it. The reactants are: [H-].[H-].[H-].[H-].[Li+].[Al+3].[F:7][C:8]([F:27])([F:26])[O:9][C:10]1[CH:15]=[CH:14][C:13]([N:16]2[CH:20]=[CH:19][C:18]([C:21](OCC)=[O:22])=[N:17]2)=[CH:12][CH:11]=1. (3) The reactants are: [Cl:1][C:2]1[CH:3]=[C:4]([CH:7]=[CH:8][CH:9]=1)[CH:5]=O.[Br:10][C:11]1[CH:16]=[CH:15][C:14]([C:17](=[O:19])[CH3:18])=[CH:13][CH:12]=1.C[O-].[Na+].Cl. Given the product [Br:10][C:11]1[CH:16]=[CH:15][C:14]([C:17](=[O:19])/[CH:18]=[CH:5]/[C:4]2[CH:7]=[CH:8][CH:9]=[C:2]([Cl:1])[CH:3]=2)=[CH:13][CH:12]=1, predict the reactants needed to synthesize it. (4) Given the product [Br:9][C:4]1[CH:5]=[C:6]([N:15]([C:37]2[CH:38]=[CH:39][CH:40]=[CH:41][CH:42]=2)[C:14]2[CH:22]=[CH:45][C:44]([CH3:46])=[CH:43][CH:13]=2)[CH:7]=[C:2]([N:15]([C:16]2[CH:21]=[CH:20][CH:19]=[CH:18][CH:17]=2)[C:14]2[CH:22]=[CH:23][C:11]([CH3:10])=[CH:12][CH:13]=2)[CH:3]=1, predict the reactants needed to synthesize it. The reactants are: Br[C:2]1[CH:7]=[C:6](Br)[CH:5]=[C:4]([Br:9])[CH:3]=1.[CH3:10][C:11]1[CH:23]=[CH:22][C:14]([NH:15][C:16]2[CH:21]=[CH:20][CH:19]=[CH:18][CH:17]=2)=[CH:13][CH:12]=1.[CH:37]1[CH:42]=[CH:41][C:40](P([C:37]2[CH:42]=[CH:41][CH:40]=[CH:39][CH:38]=2)[C:37]2[CH:42]=[CH:41][CH:40]=[CH:39][CH:38]=2)=[CH:39][CH:38]=1.[CH3:43][C:44]([O-])([CH3:46])[CH3:45].[Na+].